From a dataset of Catalyst prediction with 721,799 reactions and 888 catalyst types from USPTO. Predict which catalyst facilitates the given reaction. Reactant: [Cl:1][C:2]1[CH:10]=[C:9]2[C:5]([C:6]([NH:18][C:19](=[O:23])[CH2:20][CH:21]=[CH2:22])=[N:7][N:8]2C(OC(C)(C)C)=O)=[CH:4][CH:3]=1. Product: [Cl:1][C:2]1[CH:10]=[C:9]2[C:5]([C:6]([NH:18][C:19](=[O:23])[CH2:20][CH:21]=[CH2:22])=[N:7][NH:8]2)=[CH:4][CH:3]=1. The catalyst class is: 12.